Dataset: hERG Central: cardiac toxicity at 1µM, 10µM, and general inhibition. Task: Predict hERG channel inhibition at various concentrations. (1) Results: hERG_inhib (hERG inhibition (general)): blocker. The molecule is Cc1ccccc1N=C/C=C1\N(C)c2ccccc2C1(C)C. (2) Results: hERG_inhib (hERG inhibition (general)): blocker. The drug is O=C(OCC(=O)N1CCN(C(=O)c2ccco2)CC1)c1ccccc1Cc1ccccc1. (3) The molecule is CC(C)c1nc2oc3c(NCc4cccnc4)ncnc3c2c2c1CCC2. Results: hERG_inhib (hERG inhibition (general)): blocker. (4) The drug is CCC(C(=O)Nc1cc(C)nn1-c1nc(C)cc(C)n1)c1ccccc1. Results: hERG_inhib (hERG inhibition (general)): blocker. (5) Results: hERG_inhib (hERG inhibition (general)): blocker. The molecule is Cc1cccc(N2CCN(C(=O)CCS(=O)(=O)c3ccc4c(c3)oc(=O)n4C)CC2)c1C. (6) The drug is CCOc1ccc(C(=O)C2CCN(CC(=O)Nc3nccs3)CC2)cc1. Results: hERG_inhib (hERG inhibition (general)): blocker. (7) The compound is COc1ccc(CN2CN=C(Nc3nc(C)cc(C)n3)N(Cc3ccc(OC)cc3)C2)cc1. Results: hERG_inhib (hERG inhibition (general)): blocker.